The task is: Predict the product of the given reaction.. This data is from Forward reaction prediction with 1.9M reactions from USPTO patents (1976-2016). (1) Given the reactants [CH2:1]1[C:5]2([CH2:10][CH2:9][N:8]([C:11]([O:13][C:14]([CH3:17])([CH3:16])[CH3:15])=[O:12])[CH2:7][CH2:6]2)[CH2:4][CH2:3][NH:2]1.Cl[C:19]1[N:24]=[CH:23][C:22]([C:25]#[N:26])=[CH:21][CH:20]=1.CCN(C(C)C)C(C)C, predict the reaction product. The product is: [C:25]([C:22]1[CH:21]=[CH:20][C:19]([N:2]2[CH2:3][CH2:4][C:5]3([CH2:10][CH2:9][N:8]([C:11]([O:13][C:14]([CH3:17])([CH3:16])[CH3:15])=[O:12])[CH2:7][CH2:6]3)[CH2:1]2)=[N:24][CH:23]=1)#[N:26]. (2) Given the reactants [Br:1][C:2]1[CH:3]=[CH:4][C:5]([F:11])=[C:6]([CH:10]=1)[C:7]([OH:9])=[O:8].CI.[C:14](=O)([O-])[O-].[K+].[K+], predict the reaction product. The product is: [Br:1][C:2]1[CH:3]=[CH:4][C:5]([F:11])=[C:6]([CH:10]=1)[C:7]([O:9][CH3:14])=[O:8]. (3) Given the reactants Cl[C:2]1[CH:7]=[CH:6][CH:5]=[CH:4][N:3]=1.C([Sn](CCCC)(CCCC)[C:13]1[N:17]2[CH:18]=[CH:19][C:20]([C:22]([F:25])([F:24])[F:23])=[N:21][C:16]2=[N:15][CH:14]=1)CCC, predict the reaction product. The product is: [N:3]1[CH:4]=[CH:5][CH:6]=[CH:7][C:2]=1[C:13]1[N:17]2[CH:18]=[CH:19][C:20]([C:22]([F:23])([F:24])[F:25])=[N:21][C:16]2=[N:15][CH:14]=1. (4) The product is: [CH2:11]([O:10][C:8](=[O:9])[CH:7]([N:1]1[CH2:6][CH2:5][CH2:4][CH2:3][CH2:2]1)[CH2:14][C:13]#[N:16])[CH3:12]. Given the reactants [N:1]1([CH2:7][C:8]([O:10][CH2:11][CH3:12])=[O:9])[CH2:6][CH2:5][CH2:4][CH2:3][CH2:2]1.[CH:13]([N-:16]C(C)C)(C)[CH3:14].[Li+].CCCCCCC.C1COCC1.C(C1C=CC=CC=1)C.BrCC#N, predict the reaction product. (5) The product is: [Cl:31][C:28]1[CH:27]=[CH:26][C:25]([CH:11]([C:12]2[C:20]3[C:15](=[C:16]([CH2:22][S:23][CH3:24])[C:17]([F:21])=[CH:18][CH:19]=3)[NH:14][CH:13]=2)[CH2:10][CH2:9][C:1]#[N:2])=[CH:30][CH:29]=1. Given the reactants [C-:1]#[N:2].[K+].CS(O[CH2:9][CH2:10][CH:11]([C:25]1[CH:30]=[CH:29][C:28]([Cl:31])=[CH:27][CH:26]=1)[C:12]1[C:20]2[C:15](=[C:16]([CH2:22][S:23][CH3:24])[C:17]([F:21])=[CH:18][CH:19]=2)[NH:14][CH:13]=1)(=O)=O.C(OCC)(=O)C, predict the reaction product. (6) Given the reactants C([O:3][C:4](=[O:44])[CH2:5][C:6]1[CH:7]=[C:8]([C:20]2[CH:25]=[CH:24][C:23]([C:26]([F:29])([F:28])[F:27])=[CH:22][C:21]=2[CH2:30][N:31]([C:34]([O:36][CH2:37][C:38]2[CH:43]=[CH:42][CH:41]=[CH:40][CH:39]=2)=[O:35])[CH2:32][CH3:33])[C:9](OS(C(F)(F)F)(=O)=O)=[CH:10][CH:11]=1)C.[C:45]1(B(O)O)[CH:50]=[CH:49][CH:48]=[CH:47][CH:46]=1.C(=O)([O-])[O-].[K+].[K+].N#N, predict the reaction product. The product is: [CH2:37]([O:36][C:34]([N:31]([CH2:30][C:21]1[CH:22]=[C:23]([C:26]([F:29])([F:27])[F:28])[CH:24]=[CH:25][C:20]=1[C:8]1[C:9]([C:45]2[CH:50]=[CH:49][CH:48]=[CH:47][CH:46]=2)=[CH:10][CH:11]=[C:6]([CH2:5][C:4]([OH:3])=[O:44])[CH:7]=1)[CH2:32][CH3:33])=[O:35])[C:38]1[CH:39]=[CH:40][CH:41]=[CH:42][CH:43]=1. (7) Given the reactants [NH2:1][C:2]1[CH:7]=[CH:6][C:5]([Br:8])=[CH:4][C:3]=1[C:9]([C:11]1[CH:16]=[CH:15][C:14]([Cl:17])=[CH:13][CH:12]=1)=O.[CH3:18][S:19]([CH2:22][C:23](=O)[CH3:24])(=[O:21])=[O:20].[Na], predict the reaction product. The product is: [Br:8][C:5]1[CH:4]=[C:3]2[C:2](=[CH:7][CH:6]=1)[N:1]=[C:23]([CH3:24])[C:22]([S:19]([CH3:18])(=[O:21])=[O:20])=[C:9]2[C:11]1[CH:16]=[CH:15][C:14]([Cl:17])=[CH:13][CH:12]=1.